From a dataset of Full USPTO retrosynthesis dataset with 1.9M reactions from patents (1976-2016). Predict the reactants needed to synthesize the given product. (1) The reactants are: [F:1][S:2]([F:13])([F:12])([F:11])([F:10])[C:3]1[CH:9]=[CH:8][C:6]([NH2:7])=[CH:5][CH:4]=1.[Br-:14].[Br-].[Br-].C([N+](CCCC)(CCCC)CCCC)CCC.C([N+](CCCC)(CCCC)CCCC)CCC.C([N+](CCCC)(CCCC)CCCC)CCC.[Cl-].[NH4+]. Given the product [Br:14][C:5]1[CH:4]=[C:3]([S:2]([F:10])([F:11])([F:12])([F:13])[F:1])[CH:9]=[CH:8][C:6]=1[NH2:7], predict the reactants needed to synthesize it. (2) Given the product [CH2:1]([N:3]1[CH:7]=[C:6]([NH:8][C:9]2[N:14]=[C:13]([NH:15][C:16]3[CH:17]=[N:18][N:19]([CH2:21][CH3:22])[CH:20]=3)[C:12]([NH2:23])=[CH:11][N:10]=2)[CH:5]=[N:4]1)[CH3:2], predict the reactants needed to synthesize it. The reactants are: [CH2:1]([N:3]1[CH:7]=[C:6]([NH:8][C:9]2[N:14]=[C:13]([NH:15][C:16]3[CH:17]=[N:18][N:19]([CH2:21][CH3:22])[CH:20]=3)[C:12]([N+:23]([O-])=O)=[CH:11][N:10]=2)[CH:5]=[N:4]1)[CH3:2]. (3) Given the product [C:3]([N:7]1[C:11]([Cl:12])=[C:10]([N:13]([CH2:21][CH3:22])[C:14](=[O:20])[O:15][C:16]([CH3:19])([CH3:18])[CH3:17])[CH:9]=[N:8]1)([CH3:6])([CH3:5])[CH3:4], predict the reactants needed to synthesize it. The reactants are: [H-].[Na+].[C:3]([N:7]1[C:11]([Cl:12])=[C:10]([NH:13][C:14](=[O:20])[O:15][C:16]([CH3:19])([CH3:18])[CH3:17])[CH:9]=[N:8]1)([CH3:6])([CH3:5])[CH3:4].[CH2:21](I)[CH3:22].CN(C)C=O. (4) The reactants are: Br[C:2]1[S:6][C:5]([CH2:7][N:8]([CH3:16])[C:9](=[O:15])[O:10][C:11]([CH3:14])([CH3:13])[CH3:12])=[N:4][C:3]=1[C:17]1[C:18]([F:23])=[N:19][CH:20]=[CH:21][CH:22]=1.[CH3:24][O:25][C:26]1[CH:27]=[C:28]([SH:32])[CH:29]=[CH:30][CH:31]=1.C(N(C(C)C)C(C)C)C.C(=O)([O-])O.[Na+]. Given the product [F:23][C:18]1[C:17]([C:3]2[N:4]=[C:5]([CH2:7][N:8]([CH3:16])[C:9](=[O:15])[O:10][C:11]([CH3:14])([CH3:13])[CH3:12])[S:6][C:2]=2[S:32][C:28]2[CH:29]=[CH:30][CH:31]=[C:26]([O:25][CH3:24])[CH:27]=2)=[CH:22][CH:21]=[CH:20][N:19]=1, predict the reactants needed to synthesize it. (5) Given the product [CH2:14]([O:13][CH:8]1[CH:7]([NH:6][C:5]([N:50]2[CH:49]([C:47](=[O:48])[CH:46]([NH:45][C:42](=[O:44])[CH3:43])[CH:61]([CH3:63])[CH3:62])[N:53]=[C:52]([C:54]([CH3:56])([CH3:55])[CH3:57])[S:51]2)=[O:21])[CH2:11][C:10](=[O:12])[O:9]1)[C:15]1[CH:16]=[CH:17][CH:18]=[CH:19][CH:20]=1, predict the reactants needed to synthesize it. The reactants are: C(O[C:5](=[O:21])[NH:6][CH:7]1[CH2:11][C:10](=[O:12])[O:9][CH:8]1[O:13][CH2:14][C:15]1[CH:20]=[CH:19][CH:18]=[CH:17][CH:16]=1)C=C.CC1C2C(=CC=CC=2)C(C)=C2C=1C=CC1C2=CC=CC=1.[C:42]([NH:45][CH:46]([CH:61]([CH3:63])[CH3:62])[C:47]([CH:49]1[N:53]=[C:52]([C:54]([CH3:57])([CH3:56])[CH3:55])[S:51][N:50]1C(O)=O)=[O:48])(=[O:44])[CH3:43].C1C=CC2N(O)N=NC=2C=1.C(Cl)CCl. (6) Given the product [C:19]([C:21]1[CH:22]=[C:23]([N:27]2[CH2:32][CH2:31][N:30]([C:15]([C:8]3[CH:9]=[C:10]4[CH2:14][S:13][CH2:12][N:11]4[C:7]=3[C:1]3[CH:2]=[CH:3][CH:4]=[CH:5][CH:6]=3)=[O:17])[CH2:29][CH2:28]2)[CH:24]=[CH:25][CH:26]=1)#[N:20], predict the reactants needed to synthesize it. The reactants are: [C:1]1([C:7]2[N:11]3[CH2:12][S:13][CH2:14][C:10]3=[CH:9][C:8]=2[C:15]([OH:17])=O)[CH:6]=[CH:5][CH:4]=[CH:3][CH:2]=1.Cl.[C:19]([C:21]1[CH:22]=[C:23]([N:27]2[CH2:32][CH2:31][NH:30][CH2:29][CH2:28]2)[CH:24]=[CH:25][CH:26]=1)#[N:20].Cl.CN(C)CCCN=C=NCC.O.ON1C2C=CC=CC=2N=N1.